Predict the product of the given reaction. From a dataset of Forward reaction prediction with 1.9M reactions from USPTO patents (1976-2016). Given the reactants [CH3:1][N:2]([CH3:7])[CH2:3][CH2:4][C:5]#[N:6].N[NH:9][C:10]([NH2:12])=[S:11].C(=O)([O-])[O-].[K+].[K+], predict the reaction product. The product is: [CH3:1][N:2]([CH3:7])[CH2:3][CH2:4][C:5]1[S:11][C:10]([NH2:12])=[N:9][N:6]=1.